Task: Predict which catalyst facilitates the given reaction.. Dataset: Catalyst prediction with 721,799 reactions and 888 catalyst types from USPTO (1) Reactant: Br[C:2]1[C:15]([CH3:16])=[CH:14][C:5]([O:6][CH2:7][CH2:8][N:9]2[CH2:13][CH2:12][CH2:11][CH2:10]2)=[CH:4][C:3]=1[CH3:17].[Li]CCCC.CN([CH:26]=[O:27])C. Product: [CH3:17][C:3]1[CH:4]=[C:5]([O:6][CH2:7][CH2:8][N:9]2[CH2:13][CH2:12][CH2:11][CH2:10]2)[CH:14]=[C:15]([CH3:16])[C:2]=1[CH:26]=[O:27]. The catalyst class is: 1. (2) Product: [C:1]([O:5][C:6](=[O:18])[N:7]([C:8]1[CH:13]=[CH:12][C:11]([Cl:14])=[CH:10][C:9]=1[N+:15]([O-:17])=[O:16])[CH2:30][CH2:31][CH:32]1[CH2:35][S:34](=[O:37])(=[O:36])[CH2:33]1)([CH3:4])([CH3:2])[CH3:3]. The catalyst class is: 10. Reactant: [C:1]([O:5][C:6](=[O:18])[NH:7][C:8]1[CH:13]=[CH:12][C:11]([Cl:14])=[CH:10][C:9]=1[N+:15]([O-:17])=[O:16])([CH3:4])([CH3:3])[CH3:2].CC1C=CC(S(O[CH2:30][CH2:31][CH:32]2[CH2:35][S:34](=[O:37])(=[O:36])[CH2:33]2)(=O)=O)=CC=1.C(=O)([O-])[O-].[K+].[K+]. (3) Reactant: [CH3:1][O:2][C:3]1[C:8]([CH:9]([NH:18]S(C(C)(C)C)=O)[CH2:10][CH:11]([CH3:17])[C:12]([O:14][CH2:15]C)=[O:13])=[C:7]([O:25][CH3:26])[CH:6]=[CH:5][N:4]=1.Cl.O1CCOCC1. Product: [NH2:18][CH:9]([C:8]1[C:3]([O:2][CH3:1])=[N:4][CH:5]=[CH:6][C:7]=1[O:25][CH3:26])[CH2:10][CH:11]([CH3:17])[C:12]([O:14][CH3:15])=[O:13]. The catalyst class is: 5. (4) Reactant: Br[CH2:2][C:3]1[CH:8]=[CH:7][C:6]([C:9]([F:12])([F:11])[F:10])=[CH:5][C:4]=1[C:13]([F:16])([F:15])[F:14].[O:17]=[CH:18][C:19]1[CH:27]=[CH:26][C:24]([OH:25])=[C:21]([O:22][CH3:23])[CH:20]=1.CN(C=O)C.C([O-])([O-])=O.[K+].[K+]. Product: [F:14][C:13]([F:16])([F:15])[C:4]1[CH:5]=[C:6]([C:9]([F:12])([F:11])[F:10])[CH:7]=[CH:8][C:3]=1[CH2:2][O:25][C:24]1[CH:26]=[CH:27][C:19]([CH:18]=[O:17])=[CH:20][C:21]=1[O:22][CH3:23]. The catalyst class is: 25. (5) Product: [CH3:13][C@H:14]1[O:19][C@@H:18]([CH3:20])[CH2:17][N:16]([CH2:21][CH2:22][O:23][C@H:24]2[CH2:25][CH2:26][C@H:27]([N:30]3[C:35](=[O:36])[C:34]([CH2:37][C:38]4[CH:39]=[CH:40][C:41]([C:44]5[CH:49]=[CH:48][CH:47]=[CH:46][C:45]=5[C:50]5[NH:3][C:4](=[O:7])[O:5][N:51]=5)=[CH:42][CH:43]=4)=[C:33]([CH2:52][CH2:53][CH3:54])[N:32]4[N:55]=[CH:56][N:57]=[C:31]34)[CH2:28][CH2:29]2)[CH2:15]1. Reactant: [Cl-].O[NH3+:3].[C:4](=[O:7])([O-])[OH:5].[Na+].CS(C)=O.[CH3:13][C@H:14]1[O:19][C@@H:18]([CH3:20])[CH2:17][N:16]([CH2:21][CH2:22][O:23][C@H:24]2[CH2:29][CH2:28][C@H:27]([N:30]3[C:35](=[O:36])[C:34]([CH2:37][C:38]4[CH:43]=[CH:42][C:41]([C:44]5[C:45]([C:50]#[N:51])=[CH:46][CH:47]=[CH:48][CH:49]=5)=[CH:40][CH:39]=4)=[C:33]([CH2:52][CH2:53][CH3:54])[N:32]4[N:55]=[CH:56][N:57]=[C:31]34)[CH2:26][CH2:25]2)[CH2:15]1. The catalyst class is: 13. (6) Reactant: Cl.O1CCOCC1.COC1C=CC(C[O:15][C:16]2[CH:21]=[C:20]([N:22]3[CH2:27][CH2:26][O:25][CH2:24][CH2:23]3)[N:19]=[C:18]([C:28]3[CH:41]=[CH:40][CH:39]=[C:38]4[C:29]=3[O:30][C:31]3[CH:32]=[CH:33][C:34]([NH:42]C(=O)OC(C)(C)C)=[CH:35][C:36]=3[CH2:37]4)[N:17]=2)=CC=1. Product: [NH2:42][C:34]1[CH:35]=[C:36]2[C:31]([O:30][C:29]3[C:28]([C:18]4[NH:17][C:16](=[O:15])[CH:21]=[C:20]([N:22]5[CH2:23][CH2:24][O:25][CH2:26][CH2:27]5)[N:19]=4)=[CH:41][CH:40]=[CH:39][C:38]=3[CH2:37]2)=[CH:32][CH:33]=1. The catalyst class is: 5. (7) Reactant: Br[C:2]1[C:10]2[C:9]([NH:11][C@H:12]([C:14]3[N:19]([C:20]4[CH:25]=[CH:24][CH:23]=[CH:22][CH:21]=4)[C:18](=[O:26])[C:17]4=[C:27]([CH3:30])[CH:28]=[CH:29][N:16]4[N:15]=3)[CH3:13])=[N:8][CH:7]=[N:6][C:5]=2[N:4]([CH2:31][O:32][CH2:33][CH2:34][Si:35]([CH3:38])([CH3:37])[CH3:36])[CH:3]=1.[C:39]([C:41]1[CH:42]=[C:43]([NH:56][S:57]([CH3:60])(=[O:59])=[O:58])[CH:44]=[C:45](B2OC(C)(C)C(C)(C)O2)[CH:46]=1)#[N:40].C(=O)([O-])[O-].[Na+].[Na+]. Product: [C:39]([C:41]1[CH:42]=[C:43]([NH:56][S:57]([CH3:60])(=[O:59])=[O:58])[CH:44]=[C:45]([C:2]2[C:10]3[C:9]([NH:11][C@H:12]([C:14]4[N:19]([C:20]5[CH:25]=[CH:24][CH:23]=[CH:22][CH:21]=5)[C:18](=[O:26])[C:17]5=[C:27]([CH3:30])[CH:28]=[CH:29][N:16]5[N:15]=4)[CH3:13])=[N:8][CH:7]=[N:6][C:5]=3[N:4]([CH2:31][O:32][CH2:33][CH2:34][Si:35]([CH3:38])([CH3:37])[CH3:36])[CH:3]=2)[CH:46]=1)#[N:40]. The catalyst class is: 235. (8) Reactant: [CH3:1][CH2:2][CH2:3][CH2:4][CH2:5][CH2:6][CH2:7][CH2:8][CH2:9][CH2:10][CH2:11][CH2:12][CH2:13][CH2:14][CH2:15][CH2:16][CH2:17][CH2:18][CH:19](O)[CH2:20][CH2:21][CH2:22][CH2:23][CH2:24][CH2:25][CH2:26][CH2:27][CH2:28][CH2:29][CH2:30][CH2:31][CH2:32][CH2:33][CH2:34][CH2:35][CH2:36][CH3:37].[Br:39][Si](C)(C)C. Product: [Br:39][CH:19]([CH2:20][CH2:21][CH2:22][CH2:23][CH2:24][CH2:25][CH2:26][CH2:27][CH2:28][CH2:29][CH2:30][CH2:31][CH2:32][CH2:33][CH2:34][CH2:35][CH2:36][CH3:37])[CH2:18][CH2:17][CH2:16][CH2:15][CH2:14][CH2:13][CH2:12][CH2:11][CH2:10][CH2:9][CH2:8][CH2:7][CH2:6][CH2:5][CH2:4][CH2:3][CH2:2][CH3:1]. The catalyst class is: 22. (9) Reactant: [Cl:1][C:2]1[CH:7]=[CH:6][C:5]([CH:8]([C:24]#[N:25])[C:9]2[CH:10]=[CH:11][C:12]([NH:19][S:20]([CH3:23])(=[O:22])=[O:21])=[C:13]([CH:18]=2)[C:14]([O:16]C)=[O:15])=[CH:4][CH:3]=1.[OH-].[Na+].Cl. Product: [Cl:1][C:2]1[CH:3]=[CH:4][C:5]([CH:8]([C:24]#[N:25])[C:9]2[CH:10]=[CH:11][C:12]([NH:19][S:20]([CH3:23])(=[O:22])=[O:21])=[C:13]([CH:18]=2)[C:14]([OH:16])=[O:15])=[CH:6][CH:7]=1. The catalyst class is: 24. (10) The catalyst class is: 7. Reactant: [CH3:1][C:2]1[CH:7]=[CH:6][C:5]([C:8]2[CH:13]=[C:12]([O:14][C:15]3[N:20]=[CH:19][CH:18]=[CH:17][N:16]=3)[CH:11]=[C:10]([C:21]([O:23]C)=[O:22])[CH:9]=2)=[CH:4][CH:3]=1.[OH-].[Li+].Cl. Product: [CH3:1][C:2]1[CH:7]=[CH:6][C:5]([C:8]2[CH:13]=[C:12]([O:14][C:15]3[N:20]=[CH:19][CH:18]=[CH:17][N:16]=3)[CH:11]=[C:10]([C:21]([OH:23])=[O:22])[CH:9]=2)=[CH:4][CH:3]=1.